Dataset: Forward reaction prediction with 1.9M reactions from USPTO patents (1976-2016). Task: Predict the product of the given reaction. (1) Given the reactants [Mg].[Br:2][C:3]1[CH:8]=[CH:7][C:6](Br)=[CH:5][CH:4]=1.[Cl:10][Si:11](Cl)([Cl:13])[Cl:12], predict the reaction product. The product is: [Br:2][C:3]1[CH:8]=[CH:7][C:6]([Si:11]([Cl:13])([Cl:12])[Cl:10])=[CH:5][CH:4]=1. (2) The product is: [F:16][C:17]1[N:22]=[C:21]([N:23]2[CH2:28][CH2:27][N:26]([CH2:2][C:3]3[CH:8]=[CH:7][C:6]([C:9]([NH:12][C:13](=[O:15])[CH3:14])([CH3:11])[CH3:10])=[CH:5][CH:4]=3)[CH2:25][CH2:24]2)[CH:20]=[CH:19][CH:18]=1. Given the reactants Cl[CH2:2][C:3]1[CH:8]=[CH:7][C:6]([C:9]([NH:12][C:13](=[O:15])[CH3:14])([CH3:11])[CH3:10])=[CH:5][CH:4]=1.[F:16][C:17]1[N:22]=[C:21]([N:23]2[CH2:28][CH2:27][NH:26][CH2:25][CH2:24]2)[CH:20]=[CH:19][CH:18]=1, predict the reaction product. (3) Given the reactants [Cl:1][C:2]1[CH:3]=[C:4]2[C:8](=[CH:9][CH:10]=1)[NH:7][CH:6]=[C:5]2[CH2:11][CH2:12][NH:13][C:14]([C:16]1[CH:20]=[C:19]([CH2:21][C:22]2[CH:27]=[C:26]([F:28])[CH:25]=[CH:24][C:23]=2[F:29])[O:18][N:17]=1)=[O:15].[F-].C([N+](CCCC)(CCCC)CCCC)CCC.C1C[O:51]CC1, predict the reaction product. The product is: [Cl:1][C:2]1[CH:3]=[C:4]2[C:8](=[CH:9][CH:10]=1)[NH:7][CH:6]=[C:5]2[CH2:11][CH2:12][NH:13][C:14]([C:16]1[CH:20]=[C:19]([C:21](=[O:51])[C:22]2[CH:27]=[C:26]([F:28])[CH:25]=[CH:24][C:23]=2[F:29])[O:18][N:17]=1)=[O:15]. (4) Given the reactants [H-].[Na+].CN(C=O)C.[F:8][C:9]([F:13])([F:12])[CH2:10][OH:11].[F:14][C:15]1([F:36])[C:33]2[C:18](=[CH:19][C:20]3[O:24][C:23]([C:25]4[CH:30]=[CH:29][N:28]=[CH:27][C:26]=4F)=[N:22][C:21]=3[CH:32]=2)[C:17]([F:35])([F:34])[O:16]1, predict the reaction product. The product is: [F:36][C:15]1([F:14])[C:33]2[C:18](=[CH:19][C:20]3[O:24][C:23]([C:25]4[CH:26]=[CH:27][N:28]=[CH:29][C:30]=4[O:11][CH2:10][C:9]([F:13])([F:12])[F:8])=[N:22][C:21]=3[CH:32]=2)[C:17]([F:34])([F:35])[O:16]1. (5) Given the reactants [CH2:1]([O:3][C:4](=[O:26])[C:5]1[CH:10]=[C:9]([S:11][C:12]2[C:20]3[C:15](=[C:16]([F:22])[C:17]([Cl:21])=[CH:18][CH:19]=3)[NH:14][C:13]=2[CH3:23])[CH:8]=[CH:7][C:6]=1[O:24][CH3:25])[CH3:2].Br[C:28]1[CH:29]=[N:30][N:31]([CH2:33][CH2:34][CH3:35])[CH:32]=1, predict the reaction product. The product is: [CH2:1]([O:3][C:4](=[O:26])[C:5]1[CH:10]=[C:9]([S:11][C:12]2[C:20]3[C:15](=[C:16]([F:22])[C:17]([Cl:21])=[CH:18][CH:19]=3)[N:14]([C:28]3[CH:29]=[N:30][N:31]([CH2:33][CH2:34][CH3:35])[CH:32]=3)[C:13]=2[CH3:23])[CH:8]=[CH:7][C:6]=1[O:24][CH3:25])[CH3:2]. (6) Given the reactants CN(C(ON1N=NC2C=CC=NC1=2)=[N+](C)C)C.F[P-](F)(F)(F)(F)F.C(N(C(C)C)C(C)C)C.[K+].[CH3:35][C:36]1[O:40][C:39]([C:41]([O-:43])=O)=[N:38][N:37]=1.[F:44][C:45]1[CH:50]=[CH:49][C:48]([N:51]2[C:59]3[C:54](=[CH:55][C:56]([O:60][C@@H:61]([C:65]4[CH:70]=[CH:69][CH:68]=[CH:67][CH:66]=4)[C@H:62]([NH2:64])[CH3:63])=[CH:57][CH:58]=3)[CH:53]=[N:52]2)=[CH:47][CH:46]=1, predict the reaction product. The product is: [F:44][C:45]1[CH:46]=[CH:47][C:48]([N:51]2[C:59]3[C:54](=[CH:55][C:56]([O:60][C@H:61]([C:65]4[CH:66]=[CH:67][CH:68]=[CH:69][CH:70]=4)[C@@H:62]([NH:64][C:41]([C:39]4[O:40][C:36]([CH3:35])=[N:37][N:38]=4)=[O:43])[CH3:63])=[CH:57][CH:58]=3)[CH:53]=[N:52]2)=[CH:49][CH:50]=1. (7) The product is: [NH2:6][CH2:5][C:4]1[CH:11]=[C:12]([F:14])[CH:13]=[C:2]([Cl:1])[C:3]=1[OH:15]. Given the reactants [Cl:1][C:2]1[C:3]([OH:15])=[C:4]([CH:11]=[C:12]([F:14])[CH:13]=1)[CH2:5][NH:6]C(=O)CCl.[OH-].[Na+], predict the reaction product.